Dataset: Forward reaction prediction with 1.9M reactions from USPTO patents (1976-2016). Task: Predict the product of the given reaction. (1) The product is: [CH2:14]([N:6]1[CH2:5][CH2:4][NH:3][C@H:2]([CH3:1])[CH2:7]1)[C:15]1[CH:20]=[CH:19][CH:18]=[CH:17][CH:16]=1. Given the reactants [CH3:1][C@@H:2]1[CH2:7][NH:6][CH2:5][CH2:4][NH:3]1.C([O-])([O-])=O.[K+].[K+].[CH2:14](Br)[C:15]1[CH:20]=[CH:19][CH:18]=[CH:17][CH:16]=1, predict the reaction product. (2) Given the reactants [ClH:1].[N+:2]([C:5]1[CH:18]=[CH:17][C:8]([CH:9]=[N:10][C:11](=[C:14](Cl)Cl)[C:12]#[N:13])=[CH:7][CH:6]=1)([O-:4])=[O:3].[O:19]1CCOCC1, predict the reaction product. The product is: [Cl:1][C:12]1[N:13]=[C:9]([C:8]2[CH:17]=[CH:18][C:5]([N+:2]([O-:4])=[O:3])=[CH:6][CH:7]=2)[NH:10][C:11]=1[CH:14]=[O:19]. (3) Given the reactants [F:1][C:2]1[CH:7]=[CH:6][CH:5]=[CH:4][C:3]=1[C:8]1[CH:13]=[CH:12][N:11]=[CH:10][C:9]=1[N:14]([CH2:31][C:32]([F:35])([F:34])[F:33])[C:15](=[O:30])[C:16]1[CH:21]=[C:20]([C:22](F)(F)F)N=[C:18]([C:26]([F:29])([F:28])[F:27])[CH:17]=1.[CH3:36][S:37](C1C=C(C=C(C(F)(F)F)C=1)C(N(C)C1C=NC=CC=1C1C=CC=CC=1C)=O)(=[O:39])=[O:38].F[B-](F)(F)F.BrC1C=CC=C[N+]=1CC.C(N(CC)C(C)C)(C)C, predict the reaction product. The product is: [F:1][C:2]1[CH:7]=[CH:6][CH:5]=[CH:4][C:3]=1[C:8]1[CH:13]=[CH:12][N:11]=[CH:10][C:9]=1[N:14]([CH2:31][C:32]([F:34])([F:33])[F:35])[C:15](=[O:30])[C:16]1[CH:17]=[C:18]([C:26]([F:28])([F:27])[F:29])[CH:22]=[C:20]([S:37]([CH3:36])(=[O:39])=[O:38])[CH:21]=1. (4) Given the reactants [CH3:1][S:2]([C:5]1[CH:10]=[CH:9][C:8]([C:11]2[CH:16]=[CH:15][C:14]([OH:17])=[CH:13][CH:12]=2)=[CH:7][CH:6]=1)(=[O:4])=[O:3].[CH3:18][C:19]1[N:23]=[C:22]([N:24]2[CH2:29][CH2:28][CH:27]([CH2:30]O)[CH2:26][CH2:25]2)[O:21][N:20]=1.C1C=CC(P(C2C=CC=CC=2)C2C=CC=CC=2)=CC=1.N(C(OC(C)C)=O)=NC(OC(C)C)=O, predict the reaction product. The product is: [CH3:18][C:19]1[N:23]=[C:22]([N:24]2[CH2:25][CH2:26][CH:27]([CH2:30][O:17][C:14]3[CH:15]=[CH:16][C:11]([C:8]4[CH:7]=[CH:6][C:5]([S:2]([CH3:1])(=[O:3])=[O:4])=[CH:10][CH:9]=4)=[CH:12][CH:13]=3)[CH2:28][CH2:29]2)[O:21][N:20]=1. (5) Given the reactants [CH2:1]([O:7][C:8]1[CH:13]=[C:12]([O:14][CH2:15][CH2:16][CH2:17][CH2:18][CH2:19][CH3:20])[CH:11]=[CH:10][C:9]=1[C:21]1[CH:26]=[CH:25][C:24]([C:27]([C:29]2[CH:34]=[CH:33][C:32]([C:35]3[CH:40]=[CH:39][C:38]([O:41][CH2:42][CH2:43][CH2:44][CH2:45][CH2:46][CH3:47])=[CH:37][C:36]=3[O:48][CH2:49][CH2:50][CH2:51][CH2:52][CH2:53][CH3:54])=[CH:31][CH:30]=2)=O)=[CH:23][CH:22]=1)[CH2:2][CH2:3][CH2:4][CH2:5][CH3:6].CC(C)([O-])C.[Cl:60][C:61]1[CH:75]=[CH:74][C:64]([CH2:65]P(=O)(OCC)OCC)=[CH:63][CH:62]=1, predict the reaction product. The product is: [Cl:60][C:61]1[CH:62]=[CH:63][C:64]([CH:65]=[C:27]([C:24]2[CH:25]=[CH:26][C:21]([C:9]3[CH:10]=[CH:11][C:12]([O:14][CH2:15][CH2:16][CH2:17][CH2:18][CH2:19][CH3:20])=[CH:13][C:8]=3[O:7][CH2:1][CH2:2][CH2:3][CH2:4][CH2:5][CH3:6])=[CH:22][CH:23]=2)[C:29]2[CH:30]=[CH:31][C:32]([C:35]3[CH:40]=[CH:39][C:38]([O:41][CH2:42][CH2:43][CH2:44][CH2:45][CH2:46][CH3:47])=[CH:37][C:36]=3[O:48][CH2:49][CH2:50][CH2:51][CH2:52][CH2:53][CH3:54])=[CH:33][CH:34]=2)=[CH:74][CH:75]=1. (6) Given the reactants [CH2:1]([N:8]1[C:12]([CH3:14])([CH3:13])[CH2:11][CH:10]([CH2:15][OH:16])[CH2:9]1)[C:2]1[CH:7]=[CH:6][CH:5]=[CH:4][CH:3]=1.C(N(CC)CC)C.[C:24]1([CH3:34])[CH:29]=[CH:28][C:27]([S:30](Cl)(=[O:32])=[O:31])=[CH:26][CH:25]=1.C(OCC)(=O)C.CCCCCC, predict the reaction product. The product is: [CH3:34][C:24]1[CH:29]=[CH:28][C:27]([S:30]([O:16][CH2:15][CH:10]2[CH2:11][C:12]([CH3:13])([CH3:14])[N:8]([CH2:1][C:2]3[CH:7]=[CH:6][CH:5]=[CH:4][CH:3]=3)[CH2:9]2)(=[O:32])=[O:31])=[CH:26][CH:25]=1. (7) Given the reactants [C:1]([C:3]1[CH:4]=[N:5][C:6]2[C:11]([C:12]=1[CH2:13][CH2:14][C:15]13[CH2:22][CH2:21][C:18]([NH:23][C:24](=[O:30])[O:25][C:26]([CH3:29])([CH3:28])[CH3:27])([CH2:19][CH2:20]1)[CH2:17][O:16]3)=[N:10][C:9]([OH:31])=[CH:8][CH:7]=2)#[N:2].Br[CH2:33][CH2:34][CH2:35][C:36]([O:38][CH2:39][CH3:40])=[O:37], predict the reaction product. The product is: [C:26]([O:25][C:24]([NH:23][C:18]12[CH2:21][CH2:22][C:15]([CH2:14][CH2:13][C:12]3[C:3]([C:1]#[N:2])=[CH:4][N:5]=[C:6]4[C:11]=3[N:10]=[C:9]([O:31][CH2:33][CH2:34][CH2:35][C:36]([O:38][CH2:39][CH3:40])=[O:37])[CH:8]=[CH:7]4)([CH2:20][CH2:19]1)[O:16][CH2:17]2)=[O:30])([CH3:28])([CH3:27])[CH3:29].